From a dataset of Reaction yield outcomes from USPTO patents with 853,638 reactions. Predict the reaction yield, written as a fraction of the theoretical maximum amount of product (1.0 means a 100% yield; for example, 0.34 means a 34% yield). (1) The reactants are [NH2:1][C:2]1[C:17]([Br:18])=[CH:16][C:5]2[C:6]([C:12](=[O:15])[NH:13][CH3:14])=[C:7](B(O)O)[O:8][C:4]=2[CH:3]=1.C1C(=O)N([I:26])C(=O)C1. The catalyst is CC#N. The product is [NH2:1][C:2]1[C:17]([Br:18])=[CH:16][C:5]2[C:6]([C:12]([NH:13][CH3:14])=[O:15])=[C:7]([I:26])[O:8][C:4]=2[CH:3]=1. The yield is 0.800. (2) The reactants are [S:1](Cl)([OH:4])(=O)=[O:2].[F:6][C:7]([F:15])([F:14])[C:8]1[CH:13]=[CH:12][CH:11]=[CH:10][CH:9]=1.Cl.[Br:17][CH2:18][CH2:19][CH2:20][CH2:21][CH2:22][C@H:23]1[CH2:28][CH2:27][C@H:26]([CH2:29][NH:30][CH3:31])[CH2:25][CH2:24]1. The catalyst is O.O1CCCC1.C(=O)([O-])[O-].[K+].[K+]. The product is [Br:17][CH2:18][CH2:19][CH2:20][CH2:21][CH2:22][C@H:23]1[CH2:24][CH2:25][C@H:26]([CH2:29][N:30]([CH3:31])[S:1]([C:11]2[CH:12]=[CH:13][C:8]([C:7]([F:15])([F:14])[F:6])=[CH:9][CH:10]=2)(=[O:4])=[O:2])[CH2:27][CH2:28]1. The yield is 0.926. (3) The yield is 0.710. The catalyst is CN(C=O)C. The reactants are Cl[C:2]1[C:11]2[C:6](=[CH:7][CH:8]=[CH:9][CH:10]=2)[NH:5][C:4](=[O:12])[C:3]=1[C:13]([N:15]([CH2:25][C:26]1[CH:31]=[CH:30][C:29]([O:32][CH3:33])=[CH:28][CH:27]=1)[CH2:16][C:17]1[CH:22]=[CH:21][C:20]([O:23][CH3:24])=[CH:19][CH:18]=1)=[O:14].[CH3:34][O:35][C:36]1[CH:43]=[CH:42][C:39]([CH2:40][NH2:41])=[CH:38][CH:37]=1. The product is [CH3:24][O:23][C:20]1[CH:21]=[CH:22][C:17]([CH2:16][N:15]([CH2:25][C:26]2[CH:27]=[CH:28][C:29]([O:32][CH3:33])=[CH:30][CH:31]=2)[C:13]([C:3]2[C:4](=[O:12])[NH:5][C:6]3[C:11]([C:2]=2[NH:41][CH2:40][C:39]2[CH:42]=[CH:43][C:36]([O:35][CH3:34])=[CH:37][CH:38]=2)=[CH:10][CH:9]=[CH:8][CH:7]=3)=[O:14])=[CH:18][CH:19]=1.